Dataset: Forward reaction prediction with 1.9M reactions from USPTO patents (1976-2016). Task: Predict the product of the given reaction. (1) Given the reactants [F:1][C:2]1[CH:10]=[CH:9][CH:8]=[C:7]2[C:3]=1[CH:4]=[C:5]([C:11]1[N:16]=[C:15]([C:17]3[C:18]([N:37]([CH3:42])[S:38]([CH3:41])(=[O:40])=[O:39])=[CH:19][C:20]4[O:24][C:23]([C:25]5[CH:30]=[CH:29][C:28]([F:31])=[CH:27][CH:26]=5)=[C:22]([C:32]([NH:34][CH3:35])=[O:33])[C:21]=4[CH:36]=3)[CH:14]=[N:13][C:12]=1[OH:43])[NH:6]2.C1(N([O:51][S:52]([C:55]([F:58])([F:57])[F:56])(=O)=[O:53])[O:51][S:52]([C:55]([F:58])([F:57])[F:56])(=O)=[O:53])C=CC=CC=1.CCN(CC)CC, predict the reaction product. The product is: [F:56][C:55]([F:58])([F:57])[S:52]([O:43][C:12]1[C:11]([C:5]2[NH:6][C:7]3[C:3]([CH:4]=2)=[C:2]([F:1])[CH:10]=[CH:9][CH:8]=3)=[N:16][C:15]([C:17]2[C:18]([N:37]([CH3:42])[S:38]([CH3:41])(=[O:40])=[O:39])=[CH:19][C:20]3[O:24][C:23]([C:25]4[CH:30]=[CH:29][C:28]([F:31])=[CH:27][CH:26]=4)=[C:22]([C:32](=[O:33])[NH:34][CH3:35])[C:21]=3[CH:36]=2)=[CH:14][N:13]=1)(=[O:53])=[O:51]. (2) Given the reactants [Br:1][C:2]1[CH:3]=[CH:4][C:5](=[O:8])[NH:6][CH:7]=1.CI.[C:11]([O-])([O-])=O.[K+].[K+].CCOC(C)=O, predict the reaction product. The product is: [Br:1][C:2]1[CH:3]=[CH:4][C:5](=[O:8])[N:6]([CH3:11])[CH:7]=1. (3) Given the reactants C[O:2][C:3]([C:5]1[CH:6]=[N:7][N:8]2[C:13]([C:14](=[O:33])[NH:15][C@@H:16]3[C:24]4[C:19](=[C:20]([CH3:32])[C:21]([C:25]([O:27][C:28]([CH3:31])([CH3:30])[CH3:29])=[O:26])=[CH:22][CH:23]=4)[CH2:18][CH2:17]3)=[CH:12][C:11]([C:34](=[O:45])[NH:35][CH2:36][C:37]3[CH:42]=[CH:41][C:40]([F:43])=[C:39]([F:44])[CH:38]=3)=[N:10][C:9]=12)=O.[NH3:46], predict the reaction product. The product is: [C:28]([O:27][C:25]([C:21]1[C:20]([CH3:32])=[C:19]2[C:24](=[CH:23][CH:22]=1)[C@@H:16]([NH:15][C:14]([C:13]1[N:8]3[N:7]=[CH:6][C:5]([C:3](=[O:2])[NH2:46])=[C:9]3[N:10]=[C:11]([C:34](=[O:45])[NH:35][CH2:36][C:37]3[CH:42]=[CH:41][C:40]([F:43])=[C:39]([F:44])[CH:38]=3)[CH:12]=1)=[O:33])[CH2:17][CH2:18]2)=[O:26])([CH3:29])([CH3:31])[CH3:30]. (4) Given the reactants C(=O)([O-])[O-].[K+].[K+].C(O[C@@H:11]1[C@H:17]2[C@H:18]3[C@H:27]([CH2:28][CH2:29][C@:14]2([CH2:15][CH3:16])[C:13](=[O:31])[CH2:12]1)[C@@H:26]1[C:21](=[CH:22][C:23](=[O:30])[CH2:24][CH2:25]1)[CH2:20][CH2:19]3)(=O)C.O, predict the reaction product. The product is: [CH3:16][CH2:15][C@:14]12[CH2:29][CH2:28][C@H:27]3[C@@H:18]([CH2:19][CH2:20][C:21]4[C@@H:26]3[CH2:25][CH2:24][C:23](=[O:30])[CH:22]=4)[C@@H:17]1[CH:11]=[CH:12][C:13]2=[O:31].